From a dataset of Catalyst prediction with 721,799 reactions and 888 catalyst types from USPTO. Predict which catalyst facilitates the given reaction. (1) Reactant: [CH2:1]([N:3]([CH2:7][CH2:8][N:9]1[C:13](=[O:14])[C:12]2=[CH:15][CH:16]=[CH:17][CH:18]=[C:11]2[C:10]1=[O:19])[CH2:4][CH2:5]O)[CH3:2].C(N(S(F)(F)[F:26])CC)C.ClCCl.C(=O)([O-])[O-].[Na+].[Na+]. Product: [CH2:1]([N:3]([CH2:7][CH2:8][N:9]1[C:13](=[O:14])[C:12]2=[CH:15][CH:16]=[CH:17][CH:18]=[C:11]2[C:10]1=[O:19])[CH2:4][CH2:5][F:26])[CH3:2]. The catalyst class is: 216. (2) Reactant: [CH2:1]([NH:8][C:9]1[CH:17]=[C:16]([N:18]2[CH2:23][CH2:22][N:21]([C:24](=[O:31])[C:25]3[CH:30]=[CH:29][CH:28]=[CH:27][CH:26]=3)[CH2:20][CH2:19]2)[CH:15]=[CH:14][C:10]=1[C:11]([OH:13])=O)C1C=CC=CC=1.[CH2:32]([NH:34][CH2:35][CH3:36])[CH3:33].C(N(CC)CC)C.[C:44]1(P(N=[N+]=[N-])([C:44]2[CH:49]=[CH:48][CH:47]=[CH:46][CH:45]=2)=O)[CH:49]=[CH:48][CH:47]=[CH:46][CH:45]=1. Product: [CH2:1]([NH:8][C:9]1[CH:17]=[C:16]([N:18]2[CH2:19][CH2:20][N:21]([C:24](=[O:31])[C:25]3[CH:26]=[CH:27][CH:28]=[CH:29][CH:30]=3)[CH2:22][CH2:23]2)[CH:15]=[CH:14][C:10]=1[C:11]([N:34]([CH2:35][CH3:36])[CH2:32][CH3:33])=[O:13])[C:44]1[CH:49]=[CH:48][CH:47]=[CH:46][CH:45]=1. The catalyst class is: 1. (3) Reactant: C([O-])([O-])=O.[Na+].[Na+].[Br:7][C:8]1[CH:15]=[C:12]([CH:13]=O)[C:11]([OH:16])=[CH:10][CH:9]=1.Br[CH2:18][C:19]([O:21][CH2:22][CH3:23])=[O:20]. Product: [Br:7][C:8]1[CH:9]=[CH:10][C:11]2[O:16][C:18]([C:19]([O:21][CH2:22][CH3:23])=[O:20])=[CH:13][C:12]=2[CH:15]=1. The catalyst class is: 18. (4) Reactant: [C:1]([O:5][C:6](=[O:29])[CH2:7][N:8]([S:18]([C:21]1[CH:26]=[C:25]([Cl:27])[CH:24]=[C:23]([Cl:28])[CH:22]=1)(=[O:20])=[O:19])[C:9]1[CH:10]=[C:11]2[C:15](=[CH:16][CH:17]=1)[NH:14][CH:13]=[CH:12]2)([CH3:4])([CH3:3])[CH3:2].[Cl:30][C:31]1[N:36]=[C:35](Cl)[CH:34]=[C:33]([Cl:38])[N:32]=1. Product: [C:1]([O:5][C:6](=[O:29])[CH2:7][N:8]([S:18]([C:21]1[CH:22]=[C:23]([Cl:28])[CH:24]=[C:25]([Cl:27])[CH:26]=1)(=[O:19])=[O:20])[C:9]1[CH:10]=[C:11]2[C:15](=[CH:16][CH:17]=1)[N:14]([C:35]1[CH:34]=[C:33]([Cl:38])[N:32]=[C:31]([Cl:30])[N:36]=1)[CH:13]=[CH:12]2)([CH3:4])([CH3:2])[CH3:3]. The catalyst class is: 13. (5) Product: [C:10]1([C:3]([CH3:9])([CH2:2][NH:1][CH2:39][CH:37]([OH:38])[C:31]2[CH:36]=[CH:35][CH:34]=[CH:33][CH:32]=2)[C:4]([O:6][CH2:7][CH3:8])=[O:5])[CH2:15][CH2:14][CH2:13][CH2:12][CH:11]=1. The catalyst class is: 8. Reactant: [NH2:1][CH2:2][C:3]([C:10]1[CH2:15][CH2:14][CH2:13][CH2:12][CH:11]=1)([CH3:9])[C:4]([O:6][CH2:7][CH3:8])=[O:5].NCC(C1CCCCC1)(C)C(OCC)=O.[C:31]1([CH:37]2[CH2:39][O:38]2)[CH:36]=[CH:35][CH:34]=[CH:33][CH:32]=1.C(N(C(C)C)CC)(C)C.